From a dataset of NCI-60 drug combinations with 297,098 pairs across 59 cell lines. Regression. Given two drug SMILES strings and cell line genomic features, predict the synergy score measuring deviation from expected non-interaction effect. Drug 1: C1CN1P(=S)(N2CC2)N3CC3. Drug 2: CCN(CC)CCNC(=O)C1=C(NC(=C1C)C=C2C3=C(C=CC(=C3)F)NC2=O)C. Cell line: UO-31. Synergy scores: CSS=8.61, Synergy_ZIP=-3.51, Synergy_Bliss=-0.913, Synergy_Loewe=-1.68, Synergy_HSA=-0.364.